Dataset: Forward reaction prediction with 1.9M reactions from USPTO patents (1976-2016). Task: Predict the product of the given reaction. (1) Given the reactants [F:1][C:2]1[CH:3]=[C:4]2[C:8](=[CH:9][CH:10]=1)[N:7]([CH2:11][C:12]1[O:13][C:14]([C:17]([F:20])([F:19])[F:18])=[CH:15][CH:16]=1)[C:6](=[O:21])[C:5]2([C:24]1[C:32](O)=[CH:31][C:27]2[O:28][CH2:29][O:30][C:26]=2[CH:25]=1)[CH2:22][OH:23].C(P(CCCC)CCCC)CCC.N(C(OC(C)(C)C)=O)=NC(OC(C)(C)C)=O, predict the reaction product. The product is: [F:1][C:2]1[CH:3]=[C:4]2[C:8](=[CH:9][CH:10]=1)[N:7]([CH2:11][C:12]1[O:13][C:14]([C:17]([F:19])([F:20])[F:18])=[CH:15][CH:16]=1)[C:6](=[O:21])[C:5]12[C:24]2=[CH:25][C:26]3[O:30][CH2:29][O:28][C:27]=3[CH:31]=[C:32]2[O:23][CH2:22]1. (2) Given the reactants C([CH2:8][NH:9][CH2:10][CH:11]([OH:49])[CH2:12][N:13]1[CH2:24][CH2:23][N:22]([CH2:25][C:26]([O:28][C:29]([CH3:32])([CH3:31])[CH3:30])=[O:27])[CH2:21][CH2:20][N:19]([CH2:33][C:34]([O:36][C:37]([CH3:40])([CH3:39])[CH3:38])=[O:35])[CH2:18][CH2:17][N:16]([CH2:41][C:42]([O:44][C:45]([CH3:48])([CH3:47])[CH3:46])=[O:43])[CH2:15][CH2:14]1)C1C=CC=CC=1.O, predict the reaction product. The product is: [CH3:8][NH:9][CH2:10][CH:11]([OH:49])[CH2:12][N:13]1[CH2:14][CH2:15][N:16]([CH2:41][C:42]([O:44][C:45]([CH3:46])([CH3:47])[CH3:48])=[O:43])[CH2:17][CH2:18][N:19]([CH2:33][C:34]([O:36][C:37]([CH3:40])([CH3:38])[CH3:39])=[O:35])[CH2:20][CH2:21][N:22]([CH2:25][C:26]([O:28][C:29]([CH3:32])([CH3:31])[CH3:30])=[O:27])[CH2:23][CH2:24]1. (3) The product is: [CH:4]12[N:7]([C:8]([C:10]3[N:11]=[C:12]([C:33]([N:40]4[CH2:41][CH2:42][NH:37][C:38](=[O:43])[CH2:39]4)=[O:34])[S:13][C:14]=3[C:15]3[CH:20]=[CH:19][C:18]([C:21]([OH:30])([C:26]([F:29])([F:28])[F:27])[C:22]([F:24])([F:23])[F:25])=[C:17]([Cl:31])[C:16]=3[Cl:32])=[O:9])[CH:1]([CH2:2][CH2:3]1)[CH2:6][CH2:5]2. Given the reactants [CH:1]12[N:7]([C:8]([C:10]3[N:11]=[C:12]([C:33]([O-])=[O:34])[S:13][C:14]=3[C:15]3[CH:20]=[CH:19][C:18]([C:21]([OH:30])([C:26]([F:29])([F:28])[F:27])[C:22]([F:25])([F:24])[F:23])=[C:17]([Cl:31])[C:16]=3[Cl:32])=[O:9])[CH:4]([CH2:5][CH2:6]1)[CH2:3][CH2:2]2.[Li+].[NH:37]1[CH2:42][CH2:41][NH:40][CH2:39][C:38]1=[O:43], predict the reaction product. (4) The product is: [F:58][C:2]1([F:1])[C:6]2[N:7]([CH2:14][C:15]([NH:17][C@H:18]([C:28]3[C:33]([C:34]4[CH:35]=[CH:36][CH:37]=[C:38]5[C:42]=4[N:41]([CH3:43])[N:40]=[C:39]5[NH:44][S:45]([CH3:48])(=[O:46])=[O:47])=[CH:32][CH:31]=[C:30]([C:49]#[C:50][C:51]4([OH:56])[CH2:52][CH2:63][N:64]([CH3:65])[CH2:54][CH2:55]4)[N:29]=3)[CH2:19][C:20]3[CH:21]=[C:22]([F:27])[CH:23]=[C:24]([F:26])[CH:25]=3)=[O:16])[N:8]=[C:9]([C:10]([F:11])([F:13])[F:12])[C:5]=2[C@H:4]2[CH2:57][C@@H:3]12. Given the reactants [F:1][C:2]1([F:58])[C:6]2[N:7]([CH2:14][C:15]([NH:17][C@H:18]([C:28]3[C:33]([C:34]4[CH:35]=[CH:36][CH:37]=[C:38]5[C:42]=4[N:41]([CH3:43])[N:40]=[C:39]5[NH:44][S:45]([CH3:48])(=[O:47])=[O:46])=[CH:32][CH:31]=[C:30]([C:49]#[C:50][C:51]4([OH:56])[CH2:55][CH2:54]O[CH2:52]4)[N:29]=3)[CH2:19][C:20]3[CH:25]=[C:24]([F:26])[CH:23]=[C:22]([F:27])[CH:21]=3)=[O:16])[N:8]=[C:9]([C:10]([F:13])([F:12])[F:11])[C:5]=2[C@H:4]2[CH2:57][C@@H:3]12.C(C1(O)C[CH2:65][N:64](C)[CH2:63]C1)#C, predict the reaction product.